Predict the product of the given reaction. From a dataset of Forward reaction prediction with 1.9M reactions from USPTO patents (1976-2016). (1) Given the reactants [C:1]([O:5][C:6]([CH2:8][NH:9][CH2:10]/[CH:11]=[CH:12]/[C:13]([O:15]C)=[O:14])=[O:7])([CH3:4])([CH3:3])[CH3:2].[OH-].[K+], predict the reaction product. The product is: [C:1]([O:5][C:6]([CH2:8][NH:9][CH2:10]/[CH:11]=[CH:12]/[C:13]([OH:15])=[O:14])=[O:7])([CH3:4])([CH3:2])[CH3:3]. (2) Given the reactants Cl.[N:2]1([CH2:7][C:8]([OH:10])=O)[CH:6]=[N:5][CH:4]=[N:3]1.[F:11][C:12]1[CH:40]=[CH:39][C:15]([O:16][C:17]2[CH:22]=[CH:21][C:20]([NH:23][C:24]([C@@H:26]3[CH2:30][C@@H:29]([CH2:31][C:32]4[CH:37]=[CH:36][CH:35]=[CH:34][C:33]=4[CH3:38])[CH2:28][NH:27]3)=[O:25])=[CH:19][CH:18]=2)=[CH:14][CH:13]=1, predict the reaction product. The product is: [N:2]1([CH2:7][C:8]([N:27]2[CH2:28][C@H:29]([CH2:31][C:32]3[CH:37]=[CH:36][CH:35]=[CH:34][C:33]=3[CH3:38])[CH2:30][C@H:26]2[C:24]([NH:23][C:20]2[CH:21]=[CH:22][C:17]([O:16][C:15]3[CH:39]=[CH:40][C:12]([F:11])=[CH:13][CH:14]=3)=[CH:18][CH:19]=2)=[O:25])=[O:10])[CH:6]=[N:5][CH:4]=[N:3]1. (3) Given the reactants [CH3:1][C:2]([CH3:28])([CH3:27])[CH2:3][CH:4]1[CH2:7][CH:6]([C:8]2[CH:12]=[C:11]([C@@H:13]([CH2:22][CH2:23][C:24]([O-:26])=[O:25])[CH2:14][C:15]([O:17][C:18]([CH3:21])([CH3:20])[CH3:19])=[O:16])[O:10][N:9]=2)[CH2:5]1.CI.[C:31](=O)([O-])[O-].[K+].[K+].CCCCCC, predict the reaction product. The product is: [CH3:1][C:2]([CH3:28])([CH3:27])[CH2:3][CH:4]1[CH2:5][CH:6]([C:8]2[CH:12]=[C:11]([C@@H:13]([CH2:22][CH2:23][C:24]([O:26][CH3:31])=[O:25])[CH2:14][C:15]([O:17][C:18]([CH3:19])([CH3:20])[CH3:21])=[O:16])[O:10][N:9]=2)[CH2:7]1. (4) Given the reactants Br[C:2]1[CH:3]=[CH:4][C:5]([O:34][CH3:35])=[C:6]([S:8]([N:11]([CH:14]2[CH2:19][CH2:18][N:17]([CH2:20][CH2:21][NH:22][C:23]([NH:25][C:26]3[CH:31]=[C:30]([CH3:32])[N:29]=[C:28]([CH3:33])[CH:27]=3)=[O:24])[CH2:16][CH2:15]2)[CH2:12][CH3:13])(=[O:10])=[O:9])[CH:7]=1, predict the reaction product. The product is: [CH3:32][C:30]1[CH:31]=[C:26]([NH:25][C:23](=[O:24])[NH:22][CH2:21][CH2:20][N:17]2[CH2:18][CH2:19][CH:14]([N:11]([CH2:12][CH3:13])[S:8]([C:6]3[CH:7]=[CH:2][CH:3]=[CH:4][C:5]=3[O:34][CH3:35])(=[O:10])=[O:9])[CH2:15][CH2:16]2)[CH:27]=[C:28]([CH3:33])[N:29]=1. (5) Given the reactants [OH:1][C:2]1([C:15]2[CH:24]=[C:23]([CH2:25][OH:26])[C:22]3[C:17](=[CH:18][CH:19]=[CH:20][CH:21]=3)[CH:16]=2)[CH2:7][CH2:6][N:5]([C:8]([O:10][C:11]([CH3:14])([CH3:13])[CH3:12])=[O:9])[CH2:4][CH2:3]1.N1C=CC=CC=1.CC(OI1(OC(C)=O)(OC(C)=O)OC(=O)C2C=CC=CC1=2)=O, predict the reaction product. The product is: [CH:25]([C:23]1[C:22]2[C:17](=[CH:18][CH:19]=[CH:20][CH:21]=2)[CH:16]=[C:15]([C:2]2([OH:1])[CH2:7][CH2:6][N:5]([C:8]([O:10][C:11]([CH3:13])([CH3:12])[CH3:14])=[O:9])[CH2:4][CH2:3]2)[CH:24]=1)=[O:26]. (6) Given the reactants [CH3:1][S:2]([C:5]1[CH:10]=[CH:9][C:8]([C:11]2[N:12]=[CH:13][C:14]([OH:17])=[N:15][CH:16]=2)=[CH:7][CH:6]=1)(=[O:4])=[O:3].CS(O[CH2:23][CH:24]1[CH2:29][CH2:28][N:27]([C:30]2[N:35]=[CH:34][C:33]([F:36])=[CH:32][N:31]=2)[CH2:26][CH2:25]1)(=O)=O.C([O-])([O-])=O.[K+].[K+].O, predict the reaction product. The product is: [F:36][C:33]1[CH:32]=[N:31][C:30]([N:27]2[CH2:28][CH2:29][CH:24]([CH2:23][O:17][C:14]3[CH:13]=[N:12][C:11]([C:8]4[CH:7]=[CH:6][C:5]([S:2]([CH3:1])(=[O:3])=[O:4])=[CH:10][CH:9]=4)=[CH:16][N:15]=3)[CH2:25][CH2:26]2)=[N:35][CH:34]=1. (7) The product is: [C:7]([O:11][C:12]([NH:14][C@@H:15]([CH2:20][C:21]1[CH:26]=[CH:25][C:24]([O:27][C:2](=[O:3])[NH:1][CH:4]([CH3:6])[CH3:5])=[CH:23][CH:22]=1)[C:16]([O:18][CH3:19])=[O:17])=[O:13])([CH3:10])([CH3:8])[CH3:9]. Given the reactants [N:1]([CH:4]([CH3:6])[CH3:5])=[C:2]=[O:3].[C:7]([O:11][C:12]([NH:14][C@@H:15]([CH2:20][C:21]1[CH:26]=[CH:25][C:24]([OH:27])=[CH:23][CH:22]=1)[C:16]([O:18][CH3:19])=[O:17])=[O:13])([CH3:10])([CH3:9])[CH3:8].C(N(CC)CC)C, predict the reaction product. (8) Given the reactants [CH3:1][C:2]([Si:5]([CH3:30])([CH3:29])[O:6][CH2:7][C:8]1[CH:13]=[CH:12][C:11]([C:14]2[CH:19]=[C:18]([O:20][CH3:21])[CH:17]=[CH:16][C:15]=2[F:22])=[C:10]([CH:23](O)[C:24]([CH3:27])([CH3:26])[CH3:25])[CH:9]=1)([CH3:4])[CH3:3].CS([Cl:35])(=O)=O, predict the reaction product. The product is: [Cl:35][CH:23]([C:10]1[CH:9]=[C:8]([CH2:7][O:6][Si:5]([C:2]([CH3:4])([CH3:3])[CH3:1])([CH3:30])[CH3:29])[CH:13]=[CH:12][C:11]=1[C:14]1[CH:19]=[C:18]([O:20][CH3:21])[CH:17]=[CH:16][C:15]=1[F:22])[C:24]([CH3:27])([CH3:26])[CH3:25]. (9) The product is: [OH:52][C@@H:50]([CH3:51])[CH2:49][NH:48][C:8](=[O:10])[C:7]1[CH:11]=[C:12]([S:15](=[O:18])(=[O:17])[NH2:16])[CH:13]=[CH:14][C:6]=1[O:5][C:4]1[CH:19]=[CH:20][C:21]([S:22][CH3:23])=[C:2]([CH3:1])[CH:3]=1. Given the reactants [CH3:1][C:2]1[CH:3]=[C:4]([CH:19]=[CH:20][C:21]=1[S:22][CH3:23])[O:5][C:6]1[CH:14]=[CH:13][C:12]([S:15](=[O:18])(=[O:17])[NH2:16])=[CH:11][C:7]=1[C:8]([OH:10])=O.CN(C(ON1N=NC2C=CC=NC1=2)=[N+](C)C)C.F[P-](F)(F)(F)(F)F.[NH2:48][CH2:49][C@@H:50]([OH:52])[CH3:51].CN1CCOCC1, predict the reaction product. (10) Given the reactants [F:1][C:2]1[C:3]([NH:36][C@H:37]2[CH2:42][CH2:41][CH2:40][C@@H:39]([NH:43][C:44]([C:46]3[N:47]=[CH:48][N:49]([CH3:51])[CH:50]=3)=[O:45])[CH2:38]2)=[N:4][C:5]([C:8]2[C:16]3[C:11](=[N:12][CH:13]=[CH:14][CH:15]=3)[N:10](C(C3C=CC=CC=3)(C3C=CC=CC=3)C3C=CC=CC=3)[N:9]=2)=[N:6][CH:7]=1.[SiH](CC)(CC)CC.C(O)(C(F)(F)F)=O, predict the reaction product. The product is: [F:1][C:2]1[C:3]([NH:36][C@H:37]2[CH2:42][CH2:41][CH2:40][C@@H:39]([NH:43][C:44]([C:46]3[N:47]=[CH:48][N:49]([CH3:51])[CH:50]=3)=[O:45])[CH2:38]2)=[N:4][C:5]([C:8]2[C:16]3[C:11](=[N:12][CH:13]=[CH:14][CH:15]=3)[NH:10][N:9]=2)=[N:6][CH:7]=1.